From a dataset of Catalyst prediction with 721,799 reactions and 888 catalyst types from USPTO. Predict which catalyst facilitates the given reaction. (1) Reactant: [Li+].[OH-].[O:3]1[CH2:8][CH2:7][CH2:6][CH2:5][CH:4]1[O:9][NH:10][C:11](/[CH:13]=[CH:14]/[C:15]1[CH:16]=[C:17](/[CH:21]=[CH:22]/[C:23]([O:25]CC)=[O:24])[CH:18]=[CH:19][CH:20]=1)=[O:12]. Product: [O:3]1[CH2:8][CH2:7][CH2:6][CH2:5][CH:4]1[O:9][NH:10][C:11](/[CH:13]=[CH:14]/[C:15]1[CH:16]=[C:17](/[CH:21]=[CH:22]/[C:23]([OH:25])=[O:24])[CH:18]=[CH:19][CH:20]=1)=[O:12]. The catalyst class is: 1. (2) Reactant: [CH3:1][O:2][C:3]1[C:11]2[O:10][C:9]([CH3:13])([CH3:12])[CH2:8][C:7]=2[CH:6]=[C:5]([CH2:14][C:15]([NH:18][C:19]([NH:21][C:22]2[CH:27]=[CH:26][C:25]([O:28][CH3:29])=[CH:24][CH:23]=2)=O)([CH3:17])[CH3:16])[CH:4]=1.P(Cl)(Cl)(Cl)=O.[OH-].[Na+]. Product: [CH3:1][O:2][C:3]1[CH:4]=[C:5]2[C:6](=[C:7]3[CH2:8][C:9]([CH3:13])([CH3:12])[O:10][C:11]=13)[C:19]([NH:21][C:22]1[CH:27]=[CH:26][C:25]([O:28][CH3:29])=[CH:24][CH:23]=1)=[N:18][C:15]([CH3:17])([CH3:16])[CH2:14]2. The catalyst class is: 11. (3) The catalyst class is: 15. Product: [Si:19]([CH2:18][C:5]([CH2:6][OH:7])([CH2:4][OH:3])[CH2:8][N:9]1[CH:16]=[C:15]([F:17])[C:13](=[O:14])[NH:12][C:10]1=[O:11])([C:32]([CH3:33])([CH3:34])[CH3:35])([C:20]1[CH:25]=[CH:24][CH:23]=[CH:22][CH:21]=1)[C:26]1[CH:31]=[CH:30][CH:29]=[CH:28][CH:27]=1. Reactant: CC1(C)[O:7][CH2:6][C:5]([CH2:18][Si:19]([C:32]([CH3:35])([CH3:34])[CH3:33])([C:26]2[CH:31]=[CH:30][CH:29]=[CH:28][CH:27]=2)[C:20]2[CH:25]=[CH:24][CH:23]=[CH:22][CH:21]=2)([CH2:8][N:9]2[CH:16]=[C:15]([F:17])[C:13](=[O:14])[NH:12][C:10]2=[O:11])[CH2:4][O:3]1.